From a dataset of Forward reaction prediction with 1.9M reactions from USPTO patents (1976-2016). Predict the product of the given reaction. Given the reactants [CH2:1]([NH:8][S:9]([C:12]1[CH:17]=[CH:16][C:15]([NH:18][C:19]([NH:21][C:22]2[CH:27]=[CH:26][CH:25]=[C:24]([C:28]#[N:29])[CH:23]=2)=[O:20])=[CH:14][CH:13]=1)(=[O:11])=[O:10])[C:2]1[CH:7]=[CH:6][CH:5]=[CH:4][CH:3]=1.[CH2:30]([OH:32])[CH3:31], predict the reaction product. The product is: [CH2:30]([O:32][C:28](=[NH:29])[C:24]1[CH:25]=[CH:26][CH:27]=[C:22]([NH:21][C:19]([NH:18][C:15]2[CH:14]=[CH:13][C:12]([S:9](=[O:10])(=[O:11])[NH:8][CH2:1][C:2]3[CH:7]=[CH:6][CH:5]=[CH:4][CH:3]=3)=[CH:17][CH:16]=2)=[O:20])[CH:23]=1)[CH3:31].